Predict the reaction yield, written as a fraction of the theoretical maximum amount of product (1.0 means a 100% yield; for example, 0.34 means a 34% yield). From a dataset of Reaction yield outcomes from USPTO patents with 853,638 reactions. The reactants are [Si]([O:8][CH2:9][CH2:10][N:11]([CH:43]([CH3:45])[CH3:44])[C:12]([C:14]1[C:19]([O:20][CH2:21][C:22]2[CH:27]=[CH:26][CH:25]=[CH:24][CH:23]=2)=[C:18]([OH:28])[N:17]=[C:16]([CH2:29][C:30]2[CH:35]=[CH:34][CH:33]=[CH:32][C:31]=2[C:36]2[CH:41]=[CH:40][CH:39]=[CH:38][C:37]=2[Cl:42])[N:15]=1)=[O:13])(C(C)(C)C)(C)C.OCCN(C)C(C1C(OCC2C=CC=CC=2)=C(O)N=C(CC2C=CC=CC=2C2C=CC=CC=2)N=1)=O. No catalyst specified. The product is [OH:8][CH2:9][CH2:10][N:11]([CH:43]([CH3:45])[CH3:44])[C:12]([C:14]1[C:19]([O:20][CH2:21][C:22]2[CH:23]=[CH:24][CH:25]=[CH:26][CH:27]=2)=[C:18]([OH:28])[N:17]=[C:16]([CH2:29][C:30]2[CH:35]=[CH:34][CH:33]=[CH:32][C:31]=2[C:36]2[CH:41]=[CH:40][CH:39]=[CH:38][C:37]=2[Cl:42])[N:15]=1)=[O:13]. The yield is 0.540.